This data is from Full USPTO retrosynthesis dataset with 1.9M reactions from patents (1976-2016). The task is: Predict the reactants needed to synthesize the given product. (1) Given the product [C:1]1([CH3:36])[CH:6]=[CH:5][CH:4]=[CH:3][C:2]=1[NH:7][C:8]1[O:9][C:10]2[CH:16]=[C:15]([CH2:17][C:18]([NH:20][C:21]3[CH:22]=[C:23]4[C:27](=[CH:28][CH:29]=3)[CH:26]([CH2:30][C:31]([OH:33])=[O:32])[CH2:25][CH2:24]4)=[O:19])[CH:14]=[CH:13][C:11]=2[N:12]=1, predict the reactants needed to synthesize it. The reactants are: [C:1]1([CH3:36])[CH:6]=[CH:5][CH:4]=[CH:3][C:2]=1[NH:7][C:8]1[O:9][C:10]2[CH:16]=[C:15]([CH2:17][C:18]([NH:20][C:21]3[CH:22]=[C:23]4[C:27](=[CH:28][CH:29]=3)[CH:26]([CH2:30][C:31]([O:33]CC)=[O:32])[CH2:25][CH2:24]4)=[O:19])[CH:14]=[CH:13][C:11]=2[N:12]=1.[OH-].[Na+]. (2) Given the product [ClH:35].[NH:24]1[CH2:25][CH2:26][CH2:27][CH:22]([CH2:21][N:10]2[C:7]3[CH2:8][CH2:9][N:4]([C:1](=[O:3])[CH3:2])[CH2:5][C:6]=3[C:12]([NH:13][C:14]3[CH:15]=[C:16]([CH3:20])[CH:17]=[CH:18][CH:19]=3)=[N:11]2)[CH2:23]1, predict the reactants needed to synthesize it. The reactants are: [C:1]([N:4]1[CH2:9][CH2:8][C:7]2[N:10]([CH2:21][CH:22]3[CH2:27][CH2:26][CH2:25][N:24](C(OC(C)(C)C)=O)[CH2:23]3)[N:11]=[C:12]([NH:13][C:14]3[CH:15]=[C:16]([CH3:20])[CH:17]=[CH:18][CH:19]=3)[C:6]=2[CH2:5]1)(=[O:3])[CH3:2].[ClH:35].CCOC(C)=O. (3) Given the product [CH2:27]([O:26][C:24]([N:1]([CH2:6][C:7]([OH:9])=[O:8])[CH2:2][C:3]([OH:5])=[O:4])=[O:23])[C:28]1[CH:33]=[CH:32][CH:31]=[CH:30][CH:29]=1, predict the reactants needed to synthesize it. The reactants are: [NH:1]([CH2:6][C:7]([OH:9])=[O:8])[CH2:2][C:3]([OH:5])=[O:4].C([O-])([O-])=O.[K+].[K+].C1C(=O)N([O:23][C:24]([O:26][CH2:27][C:28]2[CH:33]=[CH:32][CH:31]=[CH:30][CH:29]=2)=O)C(=O)C1. (4) The reactants are: [Cl:1][C:2]1[C:7]([F:8])=[CH:6][C:5]([CH3:9])=[C:4]([F:10])[CH:3]=1.[Cr](Cl)([O-])(=O)=[O:12].[NH+]1C=CC=CC=1. Given the product [Cl:1][C:2]1[C:7]([F:8])=[CH:6][C:5]([CH:9]=[O:12])=[C:4]([F:10])[CH:3]=1, predict the reactants needed to synthesize it.